From a dataset of Full USPTO retrosynthesis dataset with 1.9M reactions from patents (1976-2016). Predict the reactants needed to synthesize the given product. (1) Given the product [S:17]([OH:20])(=[O:19])(=[O:18])[CH3:16].[CH3:26][C:27]1[O:31][C:30]([C:32]2[CH:37]=[CH:36][CH:35]=[CH:34][CH:33]=2)=[N:29][C:28]=1[CH2:38][CH2:39][NH:40][CH2:42][C:43]([N:45]1[CH2:49][CH2:48][CH2:47][C@H:46]1[C:50]#[N:51])=[O:44], predict the reactants needed to synthesize it. The reactants are: B(O)(O)[C@H]1N(C([C@@H](N)C(C)C)=O)CCC1.[CH3:16][S:17]([OH:20])(=[O:19])=[O:18].S([O-])(=O)(=O)C.[CH3:26][C:27]1[O:31][C:30]([C:32]2[CH:37]=[CH:36][CH:35]=[CH:34][CH:33]=2)=[N:29][C:28]=1[CH2:38][CH2:39][NH3+:40].Cl[CH2:42][C:43]([N:45]1[CH2:49][CH2:48][CH2:47][C@H:46]1[C:50]#[N:51])=[O:44].CS(O)(=O)=O. (2) Given the product [Cl:26][C:5]1[C:6]([N:11]2[CH2:16][CH2:15][N:14]([CH2:17][C:18]([NH:20][C:21]3[S:22][CH:23]=[CH:24][N:25]=3)=[O:19])[CH2:13][CH2:12]2)=[C:7]2[N:8]=[C:39]([C:38]3[CH:41]=[CH:42][CH:43]=[C:36]([O:35][CH2:34][CH2:33][N:27]4[CH2:32][CH2:31][O:30][CH2:29][CH2:28]4)[CH:37]=3)[NH:1][C:2]2=[N:3][CH:4]=1, predict the reactants needed to synthesize it. The reactants are: [NH2:1][C:2]1[C:7]([N+:8]([O-])=O)=[C:6]([N:11]2[CH2:16][CH2:15][N:14]([CH2:17][C:18]([NH:20][C:21]3[S:22][CH:23]=[CH:24][N:25]=3)=[O:19])[CH2:13][CH2:12]2)[C:5]([Cl:26])=[CH:4][N:3]=1.[N:27]1([CH2:33][CH2:34][O:35][C:36]2[CH:37]=[C:38]([CH:41]=[CH:42][CH:43]=2)[CH:39]=O)[CH2:32][CH2:31][O:30][CH2:29][CH2:28]1.[O-]S(S([O-])=O)=O.[Na+].[Na+]. (3) Given the product [F:14][C:15]1[CH:23]=[CH:22][CH:21]=[CH:20][C:16]=1[C:17]([NH:6][C:3]1[CH:4]=[CH:5][NH:1][N:2]=1)=[O:18], predict the reactants needed to synthesize it. The reactants are: [NH:1]1[CH:5]=[CH:4][C:3]([NH2:6])=[N:2]1.C(N(CC)CC)C.[F:14][C:15]1[CH:23]=[CH:22][CH:21]=[CH:20][C:16]=1[C:17](Cl)=[O:18]. (4) Given the product [N:15]1[C:14]2[CH2:13][CH2:12][NH:11][CH2:10][C:9]=2[S:8][C:7]=1[N:4]1[CH2:3][CH2:2][O:1][CH2:6][CH2:5]1, predict the reactants needed to synthesize it. The reactants are: [O:1]1[CH2:6][CH2:5][N:4]([C:7]2[S:8][C:9]3[CH2:10][N:11](C(OC(C)(C)C)=O)[CH2:12][CH2:13][C:14]=3[N:15]=2)[CH2:3][CH2:2]1.Cl.C(OCC)(=O)C. (5) Given the product [CH3:28][N:18]1[C:17]([CH2:16][O:15][C:12]2[N:11]=[N:10][C:9]([C:7]([OH:8])=[O:6])=[CH:14][CH:13]=2)=[C:21]([C:22]2[CH:27]=[CH:26][CH:25]=[CH:24][N:23]=2)[N:20]=[N:19]1, predict the reactants needed to synthesize it. The reactants are: O.[OH-].[Li+].C([O:6][C:7]([C:9]1[N:10]=[N:11][C:12]([O:15][CH2:16][C:17]2[N:18]([CH3:28])[N:19]=[N:20][C:21]=2[C:22]2[CH:27]=[CH:26][CH:25]=[CH:24][N:23]=2)=[CH:13][CH:14]=1)=[O:8])C. (6) Given the product [CH3:12][C:10]1[C:9]2[C:4](=[CH:5][C:6]([C:25]3[CH:24]=[CH:4][N:3]=[CH:2][CH:11]=3)=[CH:7][CH:8]=2)[N:3]2[C:16](=[O:20])[NH:17][N:18]=[C:2]2[CH:11]=1, predict the reactants needed to synthesize it. The reactants are: Cl[C:2]1[CH:11]=[C:10]([CH3:12])[C:9]2[C:4](=[CH:5][C:6](N(C)C)=[CH:7][CH:8]=2)[N:3]=1.[C:16]([O:20]CC)(=O)[NH:17][NH2:18].Cl.[CH2:24](O)[CH3:25]. (7) Given the product [CH3:18][O:19][C:20]1[CH:25]=[CH:24][C:23]([NH:26][C:27](=[O:28])[O:17][C:13]2[CH:12]=[C:11]3[C:16](=[CH:15][CH:14]=2)[N:8]([CH2:1][C:2]2[CH:3]=[CH:4][CH:5]=[CH:6][CH:7]=2)[CH2:9][CH2:10]3)=[CH:22][CH:21]=1, predict the reactants needed to synthesize it. The reactants are: [CH2:1]([N:8]1[C:16]2[C:11](=[CH:12][C:13]([OH:17])=[CH:14][CH:15]=2)[CH2:10][CH2:9]1)[C:2]1[CH:7]=[CH:6][CH:5]=[CH:4][CH:3]=1.[CH3:18][O:19][C:20]1[CH:25]=[CH:24][C:23]([N:26]=[C:27]=[O:28])=[CH:22][CH:21]=1. (8) Given the product [OH:25][CH2:24][CH:12]1[CH:11]([CH3:10])[CH2:16][CH2:15][N:14]([C:17]([O:19][C:20]([CH3:21])([CH3:23])[CH3:22])=[O:18])[CH2:13]1, predict the reactants needed to synthesize it. The reactants are: CC(C[AlH]CC(C)C)C.[CH3:10][CH:11]1[CH2:16][CH2:15][N:14]([C:17]([O:19][C:20]([CH3:23])([CH3:22])[CH3:21])=[O:18])[CH2:13][CH:12]1[C:24](OC)=[O:25].